Dataset: Catalyst prediction with 721,799 reactions and 888 catalyst types from USPTO. Task: Predict which catalyst facilitates the given reaction. (1) Reactant: C([O:3][C:4]([C:6]1[NH:7][C:8]([CH3:28])=[C:9]([C:12]2[NH:13][C:14]3[CH:20]=[C:19]([O:21][C:22]4[CH:27]=[CH:26][CH:25]=[CH:24][CH:23]=4)[CH:18]=[CH:17][C:15]=3[N:16]=2)[C:10]=1[CH3:11])=[O:5])C.[OH-].[Na+].Cl. Product: [O:21]([C:19]1[CH:18]=[CH:17][C:15]2[N:16]=[C:12]([C:9]3[C:10]([CH3:11])=[C:6]([C:4]([OH:5])=[O:3])[NH:7][C:8]=3[CH3:28])[NH:13][C:14]=2[CH:20]=1)[C:22]1[CH:27]=[CH:26][CH:25]=[CH:24][CH:23]=1. The catalyst class is: 199. (2) Reactant: [Br:1]N1C(=O)CCC1=O.[Cl:9][C:10]1[CH:15]=[CH:14][C:13]([C:16]2[N:20]([CH3:21])[C:19]([C:22](=[O:25])[CH2:23][CH3:24])=[CH:18][C:17]=2[CH3:26])=[CH:12][CH:11]=1. Product: [Br:1][C:18]1[C:17]([CH3:26])=[C:16]([C:13]2[CH:14]=[CH:15][C:10]([Cl:9])=[CH:11][CH:12]=2)[N:20]([CH3:21])[C:19]=1[C:22](=[O:25])[CH2:23][CH3:24]. The catalyst class is: 56. (3) Reactant: [Cl:1][C:2]1[C:3]2[N:4]([CH:13]=[CH:14][CH:15]=2)[N:5]=[CH:6][C:7]=1[C:8]([O:10]CC)=[O:9].O. Product: [Cl:1][C:2]1[C:3]2[N:4]([CH:13]=[CH:14][CH:15]=2)[N:5]=[CH:6][C:7]=1[C:8]([OH:10])=[O:9]. The catalyst class is: 1. (4) Reactant: N#N.Br[C:4]1[CH:9]=[CH:8][CH:7]=[C:6]([C:10]2([CH3:15])[O:14][CH2:13][CH2:12][O:11]2)[N:5]=1.[Li]CCCC.CN([CH:24]=[O:25])C.C([O-])(O)=O.[Na+]. Product: [CH3:15][C:10]1([C:6]2[N:5]=[C:4]([CH:24]=[O:25])[CH:9]=[CH:8][CH:7]=2)[O:14][CH2:13][CH2:12][O:11]1. The catalyst class is: 788.